Dataset: Forward reaction prediction with 1.9M reactions from USPTO patents (1976-2016). Task: Predict the product of the given reaction. (1) Given the reactants [Br:1][C:2]1[CH:26]=[CH:25][C:5]2[C:6]([CH3:24])=[N:7][CH:8]([NH:13]C(=O)OCC3C=CC=CC=3)[C:9](=[O:12])[N:10]([CH3:11])[C:4]=2[CH:3]=1.CS(O)(=O)=O.[OH-].[NH4+], predict the reaction product. The product is: [NH2:13][CH:8]1[N:7]=[C:6]([CH3:24])[C:5]2[CH:25]=[CH:26][C:2]([Br:1])=[CH:3][C:4]=2[N:10]([CH3:11])[C:9]1=[O:12]. (2) Given the reactants [Cl:1][C:2]1[CH:7]=[CH:6][C:5]([CH:8]([N:11]2[CH2:15][CH2:14][CH2:13][CH2:12]2)[C:9]#[N:10])=[CH:4][CH:3]=1.[AlH4-].[Li+], predict the reaction product. The product is: [Cl:1][C:2]1[CH:7]=[CH:6][C:5]([CH:8]([N:11]2[CH2:12][CH2:13][CH2:14][CH2:15]2)[CH2:9][NH2:10])=[CH:4][CH:3]=1. (3) Given the reactants [CH3:1][O:2][C:3]([C:5]1[CH:6]=[C:7]([C:18]([OH:20])=O)[CH:8]=[C:9]([C:11]2[CH:16]=[CH:15][C:14]([CH3:17])=[CH:13][CH:12]=2)[CH:10]=1)=[O:4].Cl.CN(C)CCCN=C=NCC.O.ON1C2C=CC=CC=2N=N1.[NH2:44][C@@H:45]([CH3:48])[CH2:46][OH:47].C(N(CC)C(C)C)(C)C, predict the reaction product. The product is: [OH:47][CH2:46][C@@H:45]([NH:44][C:18]([C:7]1[CH:6]=[C:5]([C:3]([O:2][CH3:1])=[O:4])[CH:10]=[C:9]([C:11]2[CH:12]=[CH:13][C:14]([CH3:17])=[CH:15][CH:16]=2)[CH:8]=1)=[O:20])[CH3:48]. (4) Given the reactants Cl.[NH2:2][OH:3].C(=O)(O)[O-].[Na+].[CH:9]1([C:15]#[N:16])[CH2:14][CH2:13][CH2:12][CH2:11][CH2:10]1.C1(C)C=CC=CC=1, predict the reaction product. The product is: [OH:3][NH:2][C:15]([CH:9]1[CH2:14][CH2:13][CH2:12][CH2:11][CH2:10]1)=[NH:16]. (5) Given the reactants Cl[C:2]1[N:3]=[C:4]([N:22]2[CH2:27][CH2:26][O:25][CH2:24][CH2:23]2)[C:5]2[CH2:11][CH2:10][N:9]([C:12]([O:14][C:15]([CH3:18])([CH3:17])[CH3:16])=[O:13])[CH:8]([CH2:19][C:20]#[N:21])[C:6]=2[N:7]=1.B(O)O.[C:31]([O-:34])(=O)C.[K+].[C:36](#[N:38])[CH3:37], predict the reaction product. The product is: [C:20]([CH2:19][C@@H:8]1[C:6]2[N:7]=[C:2]([C:8]3[CH:19]=[CH:20][C:36]([NH:38][C:31]([NH:3][CH2:4][CH3:5])=[O:34])=[CH:37][CH:6]=3)[N:3]=[C:4]([N:22]3[CH2:27][CH2:26][O:25][CH2:24][CH2:23]3)[C:5]=2[CH2:11][CH2:10][N:9]1[C:12]([O:14][C:15]([CH3:18])([CH3:17])[CH3:16])=[O:13])#[N:21]. (6) The product is: [C:29]([C:28]1[CH:31]=[C:24]([C:20]2[N:19]=[C:18]([NH:17][C:14]3[CH:13]=[CH:12][C:11]([N:8]4[CH2:7][CH2:6][N:5]([CH:3]5[CH2:4][O:1][CH2:2]5)[CH2:10][CH2:9]4)=[CH:16][CH:15]=3)[N:23]=[CH:22][N:21]=2)[CH:25]=[CH:26][C:27]=1[O:32][CH:33]1[CH2:38][CH2:37][N:36]([C:50]([NH:49][CH3:48])=[O:51])[CH2:35][CH2:34]1)#[N:30]. Given the reactants [O:1]1[CH2:4][CH:3]([N:5]2[CH2:10][CH2:9][N:8]([C:11]3[CH:16]=[CH:15][C:14]([NH:17][C:18]4[N:23]=[CH:22][N:21]=[C:20]([C:24]5[CH:25]=[CH:26][C:27]([O:32][CH:33]6[CH2:38][CH2:37][NH:36][CH2:35][CH2:34]6)=[C:28]([CH:31]=5)[C:29]#[N:30])[N:19]=4)=[CH:13][CH:12]=3)[CH2:7][CH2:6]2)[CH2:2]1.C(N(CC)C(C)C)(C)C.[CH3:48][N:49]=[C:50]=[O:51], predict the reaction product. (7) Given the reactants Br[C:2]1[CH:3]=[C:4]([C:8]2([C:14]3[CH:19]=[CH:18][C:17]([O:20][CH:21]([F:23])[F:22])=[C:16]([CH3:24])[CH:15]=3)[CH2:12][O:11][C:10]([NH2:13])=[N:9]2)[CH:5]=[CH:6][CH:7]=1.[B:25]1([B:25]2[O:29][C:28]([CH3:31])([CH3:30])[C:27]([CH3:33])([CH3:32])[O:26]2)[O:29][C:28]([CH3:31])([CH3:30])[C:27]([CH3:33])([CH3:32])[O:26]1.C([O-])(=O)C.[K+].O, predict the reaction product. The product is: [F:22][CH:21]([F:23])[O:20][C:17]1[CH:18]=[CH:19][C:14]([C:8]2([C:4]3[CH:5]=[CH:6][CH:7]=[C:2]([B:25]4[O:29][C:28]([CH3:31])([CH3:30])[C:27]([CH3:33])([CH3:32])[O:26]4)[CH:3]=3)[CH2:12][O:11][C:10]([NH2:13])=[N:9]2)=[CH:15][C:16]=1[CH3:24]. (8) Given the reactants Cl[C:2]1[N:3]2[N:14]=[CH:13][C:12]([C:15]#[N:16])=[C:4]2[N:5]=[C:6]2[C:11]=1[CH2:10][CH2:9][CH2:8][CH2:7]2.CCN(CC)CC.CCCCCC.[CH2:30]([OH:33])[CH2:31][OH:32], predict the reaction product. The product is: [OH:32][CH2:31][CH2:30][O:33][C:2]1[N:3]2[N:14]=[CH:13][C:12]([C:15]#[N:16])=[C:4]2[N:5]=[C:6]2[C:11]=1[CH2:10][CH2:9][CH2:8][CH2:7]2.